Task: Predict which catalyst facilitates the given reaction.. Dataset: Catalyst prediction with 721,799 reactions and 888 catalyst types from USPTO (1) Reactant: [C:1]([N:8]1[CH2:13][CH2:12][CH:11]([C:14]([OH:16])=O)[CH:10]([CH3:17])[CH2:9]1)([O:3][C:4]([CH3:7])([CH3:6])[CH3:5])=[O:2].Cl.[CH3:19][NH:20][O:21][CH3:22].CN1CCOCC1.Cl.C(N=C=NCCCN(C)C)C. Product: [C:4]([O:3][C:1]([N:8]1[CH2:13][CH2:12][CH:11]([C:14](=[O:16])[N:20]([CH3:19])[O:21][CH3:22])[CH:10]([CH3:17])[CH2:9]1)=[O:2])([CH3:5])([CH3:6])[CH3:7]. The catalyst class is: 2. (2) Reactant: Cl[C:2]1[C:3](=[O:11])[N:4]([CH3:10])[N:5]=[CH:6][C:7]=1OC.O.[NH2:13]N. Product: [NH2:13][C:2]1[C:3](=[O:11])[N:4]([CH3:10])[N:5]=[CH:6][CH:7]=1. The catalyst class is: 6. (3) Reactant: Br[C:2]1[C:3]2[C:8]([C:9]3[CH:10]=[CH:11][CH:12]=[CH:13][C:14]=3[CH:15]=1)=[CH:7][CH:6]=[CH:5][CH:4]=2.[Cl-].[Al+3].[Cl-].[Cl-].Cl. Product: [CH:2]1[C:3]2=[C:8]3[C:10]([C:9]4[CH:14]=[CH:15][CH:2]=[C:3]5[C:8]=4[C:7]2=[CH:6][C:5]2[CH:4]=[CH:5][CH:6]=[CH:7][C:4]5=2)=[CH:11][C:12]2[CH:13]=[CH:13][CH:12]=[CH:11][C:10]=2[C:9]3=[CH:14][CH:15]=1. The catalyst class is: 48. (4) Reactant: CS(C1C=CC2N(C3CCNCC3)C=NC=2C=1)(=O)=O.[NH2:20][CH:21]1[CH2:26][CH2:25][N:24]([CH2:27][C:28]2[CH:33]=[CH:32][CH:31]=[CH:30][CH:29]=2)[CH2:23][CH2:22]1.F[C:35]1[CH:40]=[CH:39][C:38]([S:41]([CH3:44])(=[O:43])=[O:42])=[CH:37][C:36]=1[N+:45]([O-:47])=[O:46].C(=O)([O-])[O-].[Na+].[Na+]. Product: [CH2:27]([N:24]1[CH2:25][CH2:26][CH:21]([NH:20][C:35]2[CH:40]=[CH:39][C:38]([S:41]([CH3:44])(=[O:43])=[O:42])=[CH:37][C:36]=2[N+:45]([O-:47])=[O:46])[CH2:22][CH2:23]1)[C:28]1[CH:33]=[CH:32][CH:31]=[CH:30][CH:29]=1. The catalyst class is: 16. (5) Reactant: [N:1]1[C:5]2[CH:6]=CC=C[C:4]=2N[CH:2]=1.[CH2:10]1[CH2:14]OC[CH2:11]1.[CH3:15]N(C=O)C. Product: [CH3:15][CH2:2][N:1]([CH:10]([CH3:14])[CH3:11])[CH:5]([CH3:6])[CH3:4]. The catalyst class is: 2. (6) Product: [CH2:9]([O:8][C:6]([C:3]1[CH:4]=[CH:5][S:1][CH:2]=1)=[O:7])[CH2:22][CH2:21][CH2:20][CH2:19][CH2:18][CH2:17][CH2:16][CH2:15][CH2:14][CH2:13][CH2:12][CH2:11][CH3:10]. The catalyst class is: 11. Reactant: [S:1]1[CH:5]=[CH:4][C:3]([C:6]([O:8][CH3:9])=[O:7])=[CH:2]1.[CH2:10](O)[CH2:11][CH2:12][CH2:13][CH2:14][CH2:15][CH2:16][CH2:17][CH2:18][CH2:19][CH2:20][CH2:21][CH2:22]C.CS(O)(=O)=O. (7) Reactant: [Cl:1][C:2]1[CH:3]=[C:4]([C:9]2[C:17]([O:18][CH:19]([F:21])[F:20])=[CH:16][C:12]([C:13](O)=[O:14])=[C:11]([F:22])[CH:10]=2)[CH:5]=[N:6][C:7]=1[F:8].[CH3:23][S:24]([NH2:27])(=[O:26])=[O:25].CCN=C=NCCCN(C)C.Cl. Product: [Cl:1][C:2]1[CH:3]=[C:4]([C:9]2[C:17]([O:18][CH:19]([F:21])[F:20])=[CH:16][C:12]([C:13]([NH:27][S:24]([CH3:23])(=[O:26])=[O:25])=[O:14])=[C:11]([F:22])[CH:10]=2)[CH:5]=[N:6][C:7]=1[F:8]. The catalyst class is: 64.